Dataset: Forward reaction prediction with 1.9M reactions from USPTO patents (1976-2016). Task: Predict the product of the given reaction. (1) Given the reactants [CH2:1]([O:3][P:4]([C:9]1[CH:14]=[CH:13][C:12]([CH:15]([C:19]2[CH:24]=[CH:23][CH:22]=[CH:21][CH:20]=2)[C:16]([OH:18])=O)=[CH:11][CH:10]=1)([O:6][CH2:7][CH3:8])=[O:5])[CH3:2].CN(C(ON1N=NC2C=CC=NC1=2)=[N+](C)C)C.F[P-](F)(F)(F)(F)F.C(N(CC)CC)C.[NH2:56][C:57]1[C:58]([OH:68])=[N:59][C:60]([N:63]2[CH:67]=[CH:66][CH:65]=[N:64]2)=[N:61][CH:62]=1, predict the reaction product. The product is: [OH:68][C:58]1[C:57]([NH:56][C:16](=[O:18])[CH:15]([C:12]2[CH:11]=[CH:10][C:9]([P:4](=[O:5])([O:6][CH2:7][CH3:8])[O:3][CH2:1][CH3:2])=[CH:14][CH:13]=2)[C:19]2[CH:20]=[CH:21][CH:22]=[CH:23][CH:24]=2)=[CH:62][N:61]=[C:60]([N:63]2[CH:67]=[CH:66][CH:65]=[N:64]2)[N:59]=1. (2) Given the reactants [CH2:1]([O:4][CH:5](O)[CH3:6])[CH:2]=[CH2:3].[Br:8][C:9]([CH3:28])([CH3:27])[C:10]([O:12][CH2:13][C:14]([CH2:19][O:20][C:21](=[O:26])[C:22]([Br:25])([CH3:24])[CH3:23])([CH3:18])[C:15]([OH:17])=[O:16])=[O:11].C1(C)C=CC(S([O-])(=O)=O)=CC=1.C[N+]1(C)C=CC=CC1.C1CCC(N=C=NC2CCCCC2)CC1, predict the reaction product. The product is: [Br:8][C:9]([CH3:28])([CH3:27])[C:10]([O:12][CH2:13][C:14]([CH2:19][O:20][C:21](=[O:26])[C:22]([Br:25])([CH3:23])[CH3:24])([CH3:18])[C:15]([O:17][CH2:6][CH2:5][O:4][CH2:1][CH:2]=[CH2:3])=[O:16])=[O:11]. (3) Given the reactants [N:1]1[CH:6]=[CH:5][CH:4]=[C:3]([CH2:7][C:8]#[N:9])[CH:2]=1.[C:10](O[K])(C)(C)[CH3:11].Br[CH2:17][CH2:18][C:19]([O:21][CH2:22][CH3:23])=[O:20].CN([CH:27]=[O:28])C, predict the reaction product. The product is: [C:8]([C:7]1([C:3]2[CH:2]=[N:1][CH:6]=[CH:5][CH:4]=2)[CH2:17][CH:18]([C:19]([O:21][CH2:22][CH3:23])=[O:20])[C:27](=[O:28])[CH2:11][CH2:10]1)#[N:9].